Dataset: Reaction yield outcomes from USPTO patents with 853,638 reactions. Task: Predict the reaction yield, written as a fraction of the theoretical maximum amount of product (1.0 means a 100% yield; for example, 0.34 means a 34% yield). (1) The reactants are [CH3:1][C:2]1[C:16](=[O:17])[N:15]=[C:14]2[N:4]([C@@H:5]3[O:9][C@H:8]([CH2:10][OH:11])[C@@H:7]([OH:12])[C@@H:6]3[O:13]2)[CH:3]=1.[CH3:18][O:19][CH2:20][CH2:21][O:22]B([O:22][CH2:21][CH2:20][O:19][CH3:18])[O:22][CH2:21][CH2:20][O:19][CH3:18]. The catalyst is COCCO. The product is [CH3:18][O:19][CH2:20][CH2:21][O:22][C@@H:6]1[C@H:7]([OH:12])[C@@H:8]([CH2:10][OH:11])[O:9][C@H:5]1[N:4]1[CH:3]=[C:2]([CH3:1])[C:16](=[O:17])[NH:15][C:14]1=[O:13]. The yield is 0.630. (2) The reactants are C1(OP([CH:17](NC2C=CC=CC=2)[C:18]2[CH:23]=[CH:22][N:21]=[CH:20][CH:19]=2)(=O)OC2C=CC=CC=2)C=CC=CC=1.[F:31][C:32]1[C:33]([CH:37]=O)=[CH:34][S:35][CH:36]=1.C(=O)([O-])[O-:40].[Cs+].[Cs+].Cl.[OH-].[Na+]. The catalyst is O1CCCC1CCCO. The product is [F:31][C:32]1[C:33]([CH2:37][C:17]([C:18]2[CH:19]=[CH:20][N:21]=[CH:22][CH:23]=2)=[O:40])=[CH:34][S:35][CH:36]=1. The yield is 0.360. (3) The reactants are C[O:2][C:3]1[CH:4]=[C:5]2[C:39](=[CH:40][CH:41]=1)[C:38]1[C:12](=[CH:13][C:14]3[C:18]4[CH:19]=[C:20]5[C:33](=[CH:34][C:17]=4[S:16][C:15]=3[CH:37]=1)[C:32]1[C:27](=[CH:28][C:29]([O:35]C)=[CH:30][CH:31]=1)[C:26]1[C:21]5=[CH:22][CH:23]=[CH:24][CH:25]=1)[C:11]1[C:6]2=[CH:7][CH:8]=[CH:9][CH:10]=1.Cl.N1C=CC=CC=1. No catalyst specified. The product is [CH:22]1[CH:23]=[CH:24][CH:25]=[C:26]2[C:21]=1[C:20]1[C:33]([C:32]3[C:27]2=[CH:28][C:29]([OH:35])=[CH:30][CH:31]=3)=[CH:34][C:17]2[S:16][C:15]3[CH:37]=[C:38]4[C:12]([C:11]5[C:6]([C:5]6[C:39]4=[CH:40][CH:41]=[C:3]([OH:2])[CH:4]=6)=[CH:7][CH:8]=[CH:9][CH:10]=5)=[CH:13][C:14]=3[C:18]=2[CH:19]=1. The yield is 0.880. (4) The reactants are [CH3:1][N:2]1[CH:6]=[C:5]([C:7]2[CH:8]=[C:9]([CH:14]=[C:15]([C:17]([F:20])([F:19])[F:18])[CH:16]=2)[C:10]([O:12]C)=[O:11])[CH:4]=[N:3]1.[OH-].[Na+]. The catalyst is CO. The product is [CH3:1][N:2]1[CH:6]=[C:5]([C:7]2[CH:8]=[C:9]([CH:14]=[C:15]([C:17]([F:18])([F:19])[F:20])[CH:16]=2)[C:10]([OH:12])=[O:11])[CH:4]=[N:3]1. The yield is 0.957. (5) The reactants are [N:1]#[C:2][NH2:3].[CH3:4][O-].[Na+].[N:7]([C:10]1[CH:15]=[CH:14][C:13]([C:16]2[CH:21]=[CH:20][C:19]([S:22]([CH3:25])(=[O:24])=[O:23])=[CH:18][CH:17]=2)=[C:12]([C:26]([F:29])([F:28])[F:27])[CH:11]=1)=[C:8]=[S:9].CI. The catalyst is CO. The product is [C:2](/[N:3]=[C:8](\[S:9][CH3:4])/[NH:7][C:10]1[CH:15]=[CH:14][C:13]([C:16]2[CH:17]=[CH:18][C:19]([S:22]([CH3:25])(=[O:24])=[O:23])=[CH:20][CH:21]=2)=[C:12]([C:26]([F:29])([F:27])[F:28])[CH:11]=1)#[N:1]. The yield is 0.990. (6) The reactants are [CH:1]1[C:11]2[CH2:10][CH2:9][C:8]3[CH:12]=[CH:13][CH:14]=[CH:15][C:7]=3[NH:6][C:5]=2[CH:4]=[CH:3][C:2]=1[C:16]([O:18][CH2:19][CH3:20])=[O:17].[NH:21]1[CH2:26][CH2:25][CH2:24][CH2:23][CH2:22]1.[CH2:27]=O. The catalyst is C(Cl)(Cl)Cl.C(O)(=O)C. The product is [N:21]1([CH2:27][C:13]2[CH:14]=[CH:15][C:7]3[NH:6][C:5]4[CH:4]=[CH:3][C:2]([C:16]([O:18][CH2:19][CH3:20])=[O:17])=[CH:1][C:11]=4[CH2:10][CH2:9][C:8]=3[CH:12]=2)[CH2:26][CH2:25][CH2:24][CH2:23][CH2:22]1. The yield is 0.410.